This data is from CYP1A2 inhibition data for predicting drug metabolism from PubChem BioAssay. The task is: Regression/Classification. Given a drug SMILES string, predict its absorption, distribution, metabolism, or excretion properties. Task type varies by dataset: regression for continuous measurements (e.g., permeability, clearance, half-life) or binary classification for categorical outcomes (e.g., BBB penetration, CYP inhibition). Dataset: cyp1a2_veith. (1) The molecule is COc1ccc(Oc2ncc3nc(C)c(=O)n(Cc4cccs4)c3n2)cc1. The result is 1 (inhibitor). (2) The drug is O=S(=O)(Cc1cc(Oc2ccccc2)nc(-c2ccccc2)n1)c1ccccc1. The result is 1 (inhibitor). (3) The compound is Cc1ccc(NS(=O)(=O)c2cc(C(=O)NCc3ccccn3)ccc2Cl)cc1C. The result is 1 (inhibitor). (4) The compound is CN1C(=O)c2ccccc2Sc2ccc(C(=O)N3CCC4(CC3)OCCO4)cc21. The result is 0 (non-inhibitor). (5) The molecule is Cc1cc(NC(=O)CCC(=O)N(CC2CCCO2)C(C(=O)NC2CCCC2)c2cccnc2)no1. The result is 0 (non-inhibitor).